From a dataset of Forward reaction prediction with 1.9M reactions from USPTO patents (1976-2016). Predict the product of the given reaction. (1) Given the reactants [CH2:1]([Si:4]1(Cl)[N:8]([CH3:9])[C@@H:7]([CH3:10])[C@H:6]([C:11]2[CH:16]=[CH:15][CH:14]=[CH:13][CH:12]=2)[O:5]1)[CH:2]=[CH2:3].C(N(CC)CC)C.[CH3:25][CH:26]([OH:28])[CH3:27], predict the reaction product. The product is: [CH2:1]([Si:4]1([O:28][CH:26]([CH3:27])[CH3:25])[N:8]([CH3:9])[C@@H:7]([CH3:10])[C@H:6]([C:11]2[CH:16]=[CH:15][CH:14]=[CH:13][CH:12]=2)[O:5]1)[CH:2]=[CH2:3]. (2) Given the reactants [CH3:1][O:2][C:3]1[CH:9]=[CH:8][C:6]([NH2:7])=[CH:5][CH:4]=1.C([O:12][CH:13]=[C:14]([C:20](OCC)=O)[C:15]([O:17][CH2:18][CH3:19])=[O:16])C.C(O)C, predict the reaction product. The product is: [CH2:18]([O:17][C:15]([C:14]1[CH:20]=[N:7][C:6]2[C:8]([C:13]=1[OH:12])=[CH:9][C:3]([O:2][CH3:1])=[CH:4][CH:5]=2)=[O:16])[CH3:19].